This data is from Reaction yield outcomes from USPTO patents with 853,638 reactions. The task is: Predict the reaction yield, written as a fraction of the theoretical maximum amount of product (1.0 means a 100% yield; for example, 0.34 means a 34% yield). (1) The product is [Cl:11][C:8]1[CH:9]=[CH:10][C:5]([C:4]([OH:24])=[O:3])=[CH:6][C:7]=1[N:12]1[C:17]([CH3:18])=[CH:16][C:15]([C:19]([F:20])([F:21])[F:22])=[N:14][C:13]1=[O:23]. The yield is 0.330. The reactants are C([O:3][C:4](=[O:24])[C:5]1[CH:10]=[CH:9][C:8]([Cl:11])=[C:7]([N:12]2[C:17]([CH3:18])=[CH:16][C:15]([C:19]([F:22])([F:21])[F:20])=[N:14][C:13]2=[O:23])[CH:6]=1)C. The catalyst is Cl. (2) The reactants are [C:1]1([CH2:7][CH2:8][NH:9][S:10]([NH:13]C(=O)OCC2C=CC=CC=2)(=[O:12])=[O:11])[CH:6]=[CH:5][CH:4]=[CH:3][CH:2]=1. The catalyst is C(O)C.[C].[Pd]. The product is [C:1]1([CH2:7][CH2:8][NH:9][S:10]([NH2:13])(=[O:12])=[O:11])[CH:2]=[CH:3][CH:4]=[CH:5][CH:6]=1. The yield is 0.930.